Task: Predict the reactants needed to synthesize the given product.. Dataset: Full USPTO retrosynthesis dataset with 1.9M reactions from patents (1976-2016) (1) The reactants are: S(Cl)(Cl)=O.[CH:5]1[C:17]2[CH:16]([CH2:18][O:19][C:20]([NH:22][CH2:23][CH2:24][CH2:25][CH2:26][CH2:27][CH2:28][CH2:29][CH2:30][CH2:31][CH2:32][C:33](O)=[O:34])=[O:21])[C:15]3[C:10](=[CH:11][CH:12]=[CH:13][CH:14]=3)[C:9]=2[CH:8]=[CH:7][CH:6]=1.[C:36]([O:40][C:41](=[O:69])[NH:42][C:43]([C:45]1[S:46][C:47]([S:67][CH3:68])=[C:48]([S:50]([C:53]2[CH:54]=[C:55]([C:59]3[C:64]([CH3:65])=[CH:63][CH:62]=[CH:61][C:60]=3[NH2:66])[CH:56]=[CH:57][CH:58]=2)(=[O:52])=[O:51])[CH:49]=1)=[NH:44])([CH3:39])([CH3:38])[CH3:37].C(N(CC)CC)C. Given the product [CH:14]1[C:15]2[CH:16]([CH2:18][O:19][C:20](=[O:21])[NH:22][CH2:23][CH2:24][CH2:25][CH2:26][CH2:27][CH2:28][CH2:29][CH2:30][CH2:31][CH2:32][C:33](=[O:34])[NH:66][C:60]3[CH:61]=[CH:62][CH:63]=[C:64]([CH3:65])[C:59]=3[C:55]3[CH:56]=[CH:57][CH:58]=[C:53]([S:50]([C:48]4[CH:49]=[C:45]([C:43]([NH:42][C:41]([O:40][C:36]([CH3:39])([CH3:38])[CH3:37])=[O:69])=[NH:44])[S:46][C:47]=4[S:67][CH3:68])(=[O:52])=[O:51])[CH:54]=3)[C:17]3[C:9](=[CH:8][CH:7]=[CH:6][CH:5]=3)[C:10]=2[CH:11]=[CH:12][CH:13]=1, predict the reactants needed to synthesize it. (2) The reactants are: [F:1][C:2]1[C:10]2[N:9]=[C:8]([CH:11]([C:13]3[N:14]([CH3:39])[C:15]4[CH:21]=[C:20]([C:22]([NH:24][CH2:25][CH2:26][O:27][C:28]5[CH:38]=[CH:37][CH:36]=[CH:35][C:29]=5[C:30]([O:32]CC)=[O:31])=[O:23])[CH:19]=[CH:18][C:16]=4[N:17]=3)[CH3:12])[NH:7][C:6]=2[C:5]([F:40])=[C:4]([F:41])[CH:3]=1.[OH-].[Na+].Cl. Given the product [F:1][C:2]1[C:10]2[N:9]=[C:8]([CH:11]([C:13]3[N:14]([CH3:39])[C:15]4[CH:21]=[C:20]([C:22]([NH:24][CH2:25][CH2:26][O:27][C:28]5[CH:38]=[CH:37][CH:36]=[CH:35][C:29]=5[C:30]([OH:32])=[O:31])=[O:23])[CH:19]=[CH:18][C:16]=4[N:17]=3)[CH3:12])[NH:7][C:6]=2[C:5]([F:40])=[C:4]([F:41])[CH:3]=1, predict the reactants needed to synthesize it. (3) Given the product [C:14]([O:13][C:11]([NH:10][C:9]([N:18]1[CH2:27][CH2:26][C:25]2[C:20](=[CH:21][C:22]([O:28][CH2:29][CH:30]3[CH2:31][CH2:32][N:33]([C:36]4[CH:41]=[CH:40][C:39]([NH:42][C:43](=[O:45])[CH3:44])=[CH:38][N:37]=4)[CH2:34][CH2:35]3)=[CH:23][CH:24]=2)[CH2:19]1)=[N:8][C:6]([O:5][C:1]([CH3:2])([CH3:3])[CH3:4])=[O:7])=[O:12])([CH3:16])([CH3:17])[CH3:15], predict the reactants needed to synthesize it. The reactants are: [C:1]([O:5][C:6]([NH:8][C:9]([N:18]1[CH2:27][CH2:26][C:25]2[C:20](=[CH:21][C:22]([O:28][CH2:29][CH:30]3[CH2:35][CH2:34][N:33]([C:36]4[CH:41]=[CH:40][C:39]([NH2:42])=[CH:38][N:37]=4)[CH2:32][CH2:31]3)=[CH:23][CH:24]=2)[CH2:19]1)=[N:10][C:11]([O:13][C:14]([CH3:17])([CH3:16])[CH3:15])=[O:12])=[O:7])([CH3:4])([CH3:3])[CH3:2].[C:43](OC(=O)C)(=[O:45])[CH3:44].N1C=CC=CC=1. (4) Given the product [F:31][C:2]([F:30])([F:1])[CH2:3][NH:4][C:5]([C:7]1([CH2:20][CH2:21][CH2:22][CH2:23][N:24]2[CH2:25][CH2:26][N:27]([C:33]3[CH:42]=[C:41]([C:43]4[CH:48]=[CH:47][CH:46]=[CH:45][CH:44]=4)[C:40]4[C:35](=[CH:36][CH:37]=[CH:38][CH:39]=4)[N:34]=3)[CH2:28][CH2:29]2)[C:8]2[CH:9]=[CH:10][CH:11]=[CH:12][C:13]=2[C:14]2[C:19]1=[CH:18][CH:17]=[CH:16][CH:15]=2)=[O:6], predict the reactants needed to synthesize it. The reactants are: [F:1][C:2]([F:31])([F:30])[CH2:3][NH:4][C:5]([C:7]1([CH2:20][CH2:21][CH2:22][CH2:23][N:24]2[CH2:29][CH2:28][NH:27][CH2:26][CH2:25]2)[C:19]2[CH:18]=[CH:17][CH:16]=[CH:15][C:14]=2[C:13]2[C:8]1=[CH:9][CH:10]=[CH:11][CH:12]=2)=[O:6].Cl[C:33]1[CH:42]=[C:41]([C:43]2[CH:48]=[CH:47][CH:46]=[CH:45][CH:44]=2)[C:40]2[C:35](=[CH:36][CH:37]=[CH:38][CH:39]=2)[N:34]=1. (5) Given the product [F:37][CH:9]([F:8])[CH2:10][NH:11][C:12]1[N:13]=[C:14]2[CH2:36][CH2:35][N:34]([C:40]([N:39]([CH3:43])[CH3:38])=[O:41])[CH2:33][C:15]2=[N:16][C:17]=1[N:18]1[CH2:19][CH2:20][CH:21]([O:24][C:25]2[CH:30]=[CH:29][C:28]([F:31])=[CH:27][C:26]=2[F:32])[CH2:22][CH2:23]1.[C:2]([OH:3])([C:4]([F:7])([F:6])[F:5])=[O:1], predict the reactants needed to synthesize it. The reactants are: [OH:1][C:2]([C:4]([F:7])([F:6])[F:5])=[O:3].[F:8][CH:9]([F:37])[CH2:10][NH:11][C:12]1[N:13]=[C:14]2[CH2:36][CH2:35][NH:34][CH2:33][C:15]2=[N:16][C:17]=1[N:18]1[CH2:23][CH2:22][CH:21]([O:24][C:25]2[CH:30]=[CH:29][C:28]([F:31])=[CH:27][C:26]=2[F:32])[CH2:20][CH2:19]1.[CH3:38][N:39]([CH3:43])[C:40](Cl)=[O:41].CCN(C(C)C)C(C)C. (6) Given the product [CH:1]1([C@@H:7]([CH3:12])[CH2:8][C:9]([OH:11])=[O:10])[CH2:6][CH2:5][CH2:4][CH2:3][CH2:2]1, predict the reactants needed to synthesize it. The reactants are: [C:1]1([C@@H:7]([CH3:12])[CH2:8][C:9]([OH:11])=[O:10])[CH:6]=[CH:5][CH:4]=[CH:3][CH:2]=1. (7) Given the product [CH3:12][C:13]1[CH:14]=[CH:15][C:7]2[C:8](=[C:3]([OH:2])[CH:4]=[CH:5][CH:6]=2)[N:17]=1, predict the reactants needed to synthesize it. The reactants are: C[O:2][C:3]1[C:8]2OC3[C:15]([C:7]=2[CH:6]=[CH:5][CH:4]=1)=[CH:14][CH:13]=[CH:12]N=3.Cl.[NH+:17]1C=CC=CC=1. (8) The reactants are: Cl[C:2]1[CH:7]=[N:6][CH:5]=[C:4]([Cl:8])[N:3]=1.[C:9]([NH:12][C:13]1[CH:14]=[C:15]([OH:19])[CH:16]=[CH:17][CH:18]=1)(=[O:11])[CH3:10]. Given the product [Cl:8][C:4]1[CH:5]=[N:6][CH:7]=[C:2]([O:19][C:15]2[CH:16]=[CH:17][CH:18]=[C:13]([NH:12][C:9](=[O:11])[CH3:10])[CH:14]=2)[N:3]=1, predict the reactants needed to synthesize it.